From a dataset of Full USPTO retrosynthesis dataset with 1.9M reactions from patents (1976-2016). Predict the reactants needed to synthesize the given product. (1) The reactants are: [NH2:1][C:2]1[CH:3]=[C:4]([C:8](=[O:10])[CH3:9])[CH:5]=[CH:6][CH:7]=1.[CH2:11]([O:13][C:14](=[O:28])[CH:15]([C:20](=O)[C:21]1[CH:26]=[CH:25][CH:24]=[CH:23][CH:22]=1)[CH2:16][C:17](=O)[CH3:18])[CH3:12].CC1C=CC(S(O)(=O)=O)=CC=1. Given the product [CH2:11]([O:13][C:14]([C:15]1[CH:16]=[C:17]([CH3:18])[N:1]([C:2]2[CH:7]=[CH:6][CH:5]=[C:4]([C:8](=[O:10])[CH3:9])[CH:3]=2)[C:20]=1[C:21]1[CH:22]=[CH:23][CH:24]=[CH:25][CH:26]=1)=[O:28])[CH3:12], predict the reactants needed to synthesize it. (2) Given the product [Br:13][C:14]1[CH:18]=[C:17]([C:19]([NH:20][C:21]2[C:29]([CH3:30])=[CH:28][C:27]([N+:31]([O-:33])=[O:32])=[CH:26][C:22]=2[C:23]([N:4]([CH3:3])[NH:5][CH3:6])=[O:25])=[O:24])[N:16]([C:34]2[C:39]([Cl:40])=[CH:38][CH:37]=[CH:36][N:35]=2)[N:15]=1, predict the reactants needed to synthesize it. The reactants are: Cl.Cl.[CH3:3][NH:4][NH:5][CH3:6].C(=O)([O-])[O-].[K+].[K+].[Br:13][C:14]1[CH:18]=[C:17]([C:19]2[O:24][C:23](=[O:25])[C:22]3[CH:26]=[C:27]([N+:31]([O-:33])=[O:32])[CH:28]=[C:29]([CH3:30])[C:21]=3[N:20]=2)[N:16]([C:34]2[C:39]([Cl:40])=[CH:38][CH:37]=[CH:36][N:35]=2)[N:15]=1. (3) Given the product [CH2:11]([C@@H:18]1[CH2:22][O:21][C:20](=[O:23])[N:19]1[C:8]([C@H:7]1[CH2:6][CH2:5][O:4][CH2:3][C@@H:2]1[CH3:1])=[O:10])[C:12]1[CH:13]=[CH:14][CH:15]=[CH:16][CH:17]=1, predict the reactants needed to synthesize it. The reactants are: [CH3:1][C@H:2]1[C@@H:7]([C:8]([OH:10])=O)[CH2:6][CH2:5][O:4][CH2:3]1.[CH2:11]([C@@H:18]1[CH2:22][O:21][C:20](=[O:23])[NH:19]1)[C:12]1[CH:17]=[CH:16][CH:15]=[CH:14][CH:13]=1. (4) The reactants are: C([O:3][C:4](=O)[CH2:5][O:6][C:7]1[CH:12]=[CH:11][C:10]([C:13]2[CH:18]=[CH:17][CH:16]=[CH:15][CH:14]=2)=[CH:9][CH:8]=1)C.CC(C[AlH]CC(C)C)C. Given the product [C:10]1([C:13]2[CH:14]=[CH:15][CH:16]=[CH:17][CH:18]=2)[CH:9]=[CH:8][C:7]([O:6][CH2:5][CH2:4][OH:3])=[CH:12][CH:11]=1, predict the reactants needed to synthesize it. (5) Given the product [F:1][C:2]1[CH:3]=[CH:4][C:5]([N:8]2[CH:12]=[C:11]([CH2:13][CH2:14][N:15]([CH3:30])[C:16](=[O:29])[C:17]3[CH:22]=[C:21]([CH3:23])[CH:20]=[CH:19][C:18]=3[N:24]3[N:28]=[CH:27][CH:26]=[N:25]3)[CH:10]=[N:9]2)=[N:6][CH:7]=1, predict the reactants needed to synthesize it. The reactants are: [F:1][C:2]1[CH:3]=[CH:4][C:5]([N:8]2[CH:12]=[C:11]([CH2:13][CH2:14][NH:15][C:16](=[O:29])[C:17]3[CH:22]=[C:21]([CH3:23])[CH:20]=[CH:19][C:18]=3[N:24]3[N:28]=[CH:27][CH:26]=[N:25]3)[CH:10]=[N:9]2)=[N:6][CH:7]=1.[CH3:30]I. (6) Given the product [OH:16][CH2:17][C@H:18]1[CH2:22][CH2:21][CH2:20][N:19]1[CH2:23][CH2:15][C:14]1[NH:3][C:4](=[O:13])[C:5]2[C:6]([CH:12]=1)=[CH:7][CH:8]=[CH:9][CH:10]=2, predict the reactants needed to synthesize it. The reactants are: C([N:3]([CH2:14][CH3:15])[C:4](=[O:13])[C:5]1[CH:10]=[CH:9][CH:8]=[C:7](C)[C:6]=1[CH3:12])C.[OH:16][CH2:17][C@H:18]1[CH2:22][CH2:21][CH2:20][N:19]1[CH2:23]CC#N. (7) Given the product [NH2:18][C:19]1[N:24]=[CH:23][C:22]([C:2]2[C:10]3[N:9]4[CH2:11][CH2:12][NH:13][C:14](=[O:15])[C:8]4=[C:7]([CH3:16])[C:6]=3[CH:5]=[C:4]([Cl:17])[CH:3]=2)=[CH:21][N:20]=1, predict the reactants needed to synthesize it. The reactants are: Br[C:2]1[C:10]2[N:9]3[CH2:11][CH2:12][NH:13][C:14](=[O:15])[C:8]3=[C:7]([CH3:16])[C:6]=2[CH:5]=[C:4]([Cl:17])[CH:3]=1.[NH2:18][C:19]1[N:24]=[CH:23][C:22](B(O)O)=[CH:21][N:20]=1.